Task: Predict the reactants needed to synthesize the given product.. Dataset: Full USPTO retrosynthesis dataset with 1.9M reactions from patents (1976-2016) Given the product [CH3:1][O:2][C:3]1[C:4]([N+:11]([O-:13])=[O:12])=[CH:5][C:6]([C:9]([OH:15])=[O:10])=[N:7][CH:8]=1, predict the reactants needed to synthesize it. The reactants are: [CH3:1][O:2][C:3]1[C:4]([N+:11]([O-:13])=[O:12])=[CH:5][C:6]([CH:9]=[O:10])=[N:7][CH:8]=1.Cl([O-])=[O:15].[Na+].S(=O)(=O)(O)N.CCOC(C)=O.